This data is from Full USPTO retrosynthesis dataset with 1.9M reactions from patents (1976-2016). The task is: Predict the reactants needed to synthesize the given product. Given the product [C:9]([O:8][C:7](=[O:13])[NH:6][CH2:5][CH2:4][CH2:3][CH2:2][NH:1][S:22]([CH3:21])(=[O:24])=[O:23])([CH3:10])([CH3:12])[CH3:11], predict the reactants needed to synthesize it. The reactants are: [NH2:1][CH2:2][CH2:3][CH2:4][CH2:5][NH:6][C:7](=[O:13])[O:8][C:9]([CH3:12])([CH3:11])[CH3:10].C(N(CC)CC)C.[CH3:21][S:22](Cl)(=[O:24])=[O:23].